From a dataset of NCI-60 drug combinations with 297,098 pairs across 59 cell lines. Regression. Given two drug SMILES strings and cell line genomic features, predict the synergy score measuring deviation from expected non-interaction effect. (1) Synergy scores: CSS=2.18, Synergy_ZIP=1.10, Synergy_Bliss=-1.17, Synergy_Loewe=-3.84, Synergy_HSA=-3.53. Cell line: HCT116. Drug 1: C1CCC(C1)C(CC#N)N2C=C(C=N2)C3=C4C=CNC4=NC=N3. Drug 2: COC1=C2C(=CC3=C1OC=C3)C=CC(=O)O2. (2) Drug 1: CCC1(CC2CC(C3=C(CCN(C2)C1)C4=CC=CC=C4N3)(C5=C(C=C6C(=C5)C78CCN9C7C(C=CC9)(C(C(C8N6C=O)(C(=O)OC)O)OC(=O)C)CC)OC)C(=O)OC)O.OS(=O)(=O)O. Drug 2: CS(=O)(=O)CCNCC1=CC=C(O1)C2=CC3=C(C=C2)N=CN=C3NC4=CC(=C(C=C4)OCC5=CC(=CC=C5)F)Cl. Cell line: SK-OV-3. Synergy scores: CSS=37.5, Synergy_ZIP=-1.47, Synergy_Bliss=3.85, Synergy_Loewe=0.795, Synergy_HSA=3.31. (3) Drug 1: CNC(=O)C1=CC=CC=C1SC2=CC3=C(C=C2)C(=NN3)C=CC4=CC=CC=N4. Drug 2: C(CCl)NC(=O)N(CCCl)N=O. Cell line: TK-10. Synergy scores: CSS=-0.390, Synergy_ZIP=0.622, Synergy_Bliss=0.863, Synergy_Loewe=-4.75, Synergy_HSA=-2.50. (4) Drug 1: C1=CC(=CC=C1CCC2=CNC3=C2C(=O)NC(=N3)N)C(=O)NC(CCC(=O)O)C(=O)O. Drug 2: CC1=C(C=C(C=C1)NC(=O)C2=CC=C(C=C2)CN3CCN(CC3)C)NC4=NC=CC(=N4)C5=CN=CC=C5. Cell line: HT29. Synergy scores: CSS=43.7, Synergy_ZIP=5.70, Synergy_Bliss=5.75, Synergy_Loewe=-14.3, Synergy_HSA=5.46. (5) Drug 1: C1=CC(=CC=C1CCC2=CNC3=C2C(=O)NC(=N3)N)C(=O)NC(CCC(=O)O)C(=O)O. Drug 2: C(CN)CNCCSP(=O)(O)O. Cell line: OVCAR-4. Synergy scores: CSS=33.0, Synergy_ZIP=0.200, Synergy_Bliss=-1.56, Synergy_Loewe=-7.49, Synergy_HSA=-1.90. (6) Drug 2: COC1=C2C(=CC3=C1OC=C3)C=CC(=O)O2. Synergy scores: CSS=25.1, Synergy_ZIP=3.57, Synergy_Bliss=4.18, Synergy_Loewe=-11.2, Synergy_HSA=2.83. Drug 1: CC1=C(N=C(N=C1N)C(CC(=O)N)NCC(C(=O)N)N)C(=O)NC(C(C2=CN=CN2)OC3C(C(C(C(O3)CO)O)O)OC4C(C(C(C(O4)CO)O)OC(=O)N)O)C(=O)NC(C)C(C(C)C(=O)NC(C(C)O)C(=O)NCCC5=NC(=CS5)C6=NC(=CS6)C(=O)NCCC[S+](C)C)O. Cell line: SN12C. (7) Drug 1: CS(=O)(=O)C1=CC(=C(C=C1)C(=O)NC2=CC(=C(C=C2)Cl)C3=CC=CC=N3)Cl. Drug 2: COC1=NC(=NC2=C1N=CN2C3C(C(C(O3)CO)O)O)N. Cell line: SK-MEL-2. Synergy scores: CSS=0.816, Synergy_ZIP=6.68, Synergy_Bliss=9.62, Synergy_Loewe=3.98, Synergy_HSA=3.66. (8) Cell line: NCI-H460. Synergy scores: CSS=40.7, Synergy_ZIP=1.17, Synergy_Bliss=-1.04, Synergy_Loewe=-14.0, Synergy_HSA=-0.421. Drug 1: C1CN1C2=NC(=NC(=N2)N3CC3)N4CC4. Drug 2: C1=CC(=CC=C1CCCC(=O)O)N(CCCl)CCCl. (9) Drug 1: C1=NC(=NC(=O)N1C2C(C(C(O2)CO)O)O)N. Drug 2: N.N.Cl[Pt+2]Cl. Cell line: CAKI-1. Synergy scores: CSS=43.8, Synergy_ZIP=-2.98, Synergy_Bliss=0.258, Synergy_Loewe=4.36, Synergy_HSA=5.57. (10) Drug 1: CC1=C(C=C(C=C1)C(=O)NC2=CC(=CC(=C2)C(F)(F)F)N3C=C(N=C3)C)NC4=NC=CC(=N4)C5=CN=CC=C5. Drug 2: CCN(CC)CCCC(C)NC1=C2C=C(C=CC2=NC3=C1C=CC(=C3)Cl)OC. Cell line: RXF 393. Synergy scores: CSS=14.1, Synergy_ZIP=-5.06, Synergy_Bliss=-3.52, Synergy_Loewe=-7.00, Synergy_HSA=-4.28.